This data is from Forward reaction prediction with 1.9M reactions from USPTO patents (1976-2016). The task is: Predict the product of the given reaction. (1) Given the reactants [NH2:1][C:2]1[N:7]=[C:6]([N:8]2[CH2:32][CH2:31][C:11]3([CH2:15][N:14]([C:16]([O:18][CH2:19][C:20]4[CH:25]=[CH:24][CH:23]=[CH:22][CH:21]=4)=[O:17])[C@H:13]([C:26]([O:28][CH2:29][CH3:30])=[O:27])[CH2:12]3)[CH2:10][CH2:9]2)[CH:5]=[C:4]([O:33][C@H:34]([C:39]2[CH:44]=[CH:43][C:42]([CH:45]=[O:46])=[CH:41][C:40]=2[N:47]2[CH:51]=[CH:50][C:49]([CH3:52])=[N:48]2)[C:35]([F:38])([F:37])[F:36])[N:3]=1.[BH3-]C#N.[Na+], predict the reaction product. The product is: [NH2:1][C:2]1[N:7]=[C:6]([N:8]2[CH2:32][CH2:31][C:11]3([CH2:15][N:14]([C:16]([O:18][CH2:19][C:20]4[CH:25]=[CH:24][CH:23]=[CH:22][CH:21]=4)=[O:17])[C@H:13]([C:26]([O:28][CH2:29][CH3:30])=[O:27])[CH2:12]3)[CH2:10][CH2:9]2)[CH:5]=[C:4]([O:33][C@H:34]([C:39]2[CH:44]=[CH:43][C:42]([CH2:45][OH:46])=[CH:41][C:40]=2[N:47]2[CH:51]=[CH:50][C:49]([CH3:52])=[N:48]2)[C:35]([F:38])([F:37])[F:36])[N:3]=1. (2) Given the reactants [Cl:1][C:2]1[CH:7]=[CH:6][C:5]([CH2:8][C:9](=O)[C:10]([O:12][CH2:13][CH3:14])=[O:11])=[C:4]([N+:16]([O-])=O)[CH:3]=1, predict the reaction product. The product is: [Cl:1][C:2]1[CH:3]=[C:4]2[C:5]([CH:8]=[C:9]([C:10]([O:12][CH2:13][CH3:14])=[O:11])[NH:16]2)=[CH:6][CH:7]=1. (3) Given the reactants [NH2:1][C:2]1[C:11]2[N:12]=[C:13]3[CH2:18][O:17][CH2:16][C@H:15]([CH3:19])[N:14]3[C:10]=2[C:9]2[C:4](=[CH:5][CH:6]=[C:7]([OH:20])[CH:8]=2)[N:3]=1.C(=O)([O-])[O-].[Cs+].[Cs+].[CH2:27](Br)[C:28]#[CH:29].O, predict the reaction product. The product is: [CH3:19][C@@H:15]1[N:14]2[C:10]3[C:9]4[C:4](=[CH:5][CH:6]=[C:7]([O:20][CH2:29][C:28]#[CH:27])[CH:8]=4)[N:3]=[C:2]([NH2:1])[C:11]=3[N:12]=[C:13]2[CH2:18][O:17][CH2:16]1.